From a dataset of Full USPTO retrosynthesis dataset with 1.9M reactions from patents (1976-2016). Predict the reactants needed to synthesize the given product. (1) Given the product [Cl:49][C:43]1[CH:44]=[N:45][CH:46]=[C:47]([Cl:48])[C:42]=1[NH:41][C:35]1[C:34]2[C:39](=[C:30]([O:29][CH2:28][CH2:27][CH2:20][CH2:21][CH2:22][NH:18][C:9]([NH2:8])=[NH:10])[C:31]([O:50][CH3:51])=[CH:32][CH:33]=2)[O:38][C:37](=[O:40])[CH:36]=1, predict the reactants needed to synthesize it. The reactants are: C([NH:8][C:9]([N:18]1[CH:22]=[CH:21][CH:20]=N1)=[N:10]C(OC(C)(C)C)=O)(OC(C)(C)C)=O.NCCC[CH2:27][CH2:28][O:29][C:30]1[C:31]([O:50][CH3:51])=[CH:32][CH:33]=[C:34]2[C:39]=1[O:38][C:37](=[O:40])[CH:36]=[C:35]2[NH:41][C:42]1[C:47]([Cl:48])=[CH:46][N:45]=[CH:44][C:43]=1[Cl:49].FC(F)(F)C(O)=O. (2) Given the product [Br:1][C:2]1[CH:7]=[C:6]([F:8])[C:5]([NH2:9])=[CH:4][C:3]=1[N:12]([S:13]([CH2:16][CH3:17])(=[O:15])=[O:14])[S:18]([CH2:21][CH3:22])(=[O:19])=[O:20], predict the reactants needed to synthesize it. The reactants are: [Br:1][C:2]1[CH:7]=[C:6]([F:8])[C:5]([N+:9]([O-])=O)=[CH:4][C:3]=1[N:12]([S:18]([CH2:21][CH3:22])(=[O:20])=[O:19])[S:13]([CH2:16][CH3:17])(=[O:15])=[O:14]. (3) Given the product [N:19]([C:22]1[CH:27]=[CH:26][C:25]([C:28]2[C:32]([C:33]([OH:35])=[O:34])=[C:31]([CH3:38])[O:30][N:29]=2)=[CH:24][CH:23]=1)=[N+:20]=[N-:21], predict the reactants needed to synthesize it. The reactants are: NC1C=CC(C2C(C(OCC)=O)=C(C)ON=2)=CC=1.[N:19]([C:22]1[CH:27]=[CH:26][C:25]([C:28]2[C:32]([C:33]([O:35]CC)=[O:34])=[C:31]([CH3:38])[O:30][N:29]=2)=[CH:24][CH:23]=1)=[N+:20]=[N-:21]. (4) Given the product [F:23][CH:22]([F:24])[O:21][C:5]1[C:6]([O:19][CH3:20])=[C:7]([C:2]([C:39]2[CH:40]=[C:41]3[C:45](=[CH:46][CH:47]=2)[C:44](=[O:48])[NH:43][CH2:42]3)=[CH:3][CH:4]=1)[O:8][CH2:9][C:10]1[CH:18]=[CH:17][C:13]([C:14]([NH2:16])=[O:15])=[CH:12][CH:11]=1, predict the reactants needed to synthesize it. The reactants are: Br[C:2]1[C:7]([O:8][CH2:9][C:10]2[CH:18]=[CH:17][C:13]([C:14]([NH2:16])=[O:15])=[CH:12][CH:11]=2)=[C:6]([O:19][CH3:20])[C:5]([O:21][CH:22]([F:24])[F:23])=[CH:4][CH:3]=1.C(=O)([O-])[O-].[Cs+].[Cs+].CC1(C)C(C)(C)OB([C:39]2[CH:40]=[C:41]3[C:45](=[CH:46][CH:47]=2)[C:44](=[O:48])[NH:43][CH2:42]3)O1. (5) The reactants are: [C:1]([O:5][C:6]([NH:8][CH:9]([C:29]([OH:31])=[O:30])[CH2:10][CH2:11][CH2:12][CH2:13][NH:14][S:15]([C:18]1[C:23]([Cl:24])=[CH:22][CH:21]=[C:20]([N+:25]([O-])=O)[C:19]=1[OH:28])(=[O:17])=[O:16])=[O:7])([CH3:4])([CH3:3])[CH3:2].[H][H]. Given the product [C:1]([O:5][C:6]([NH:8][CH:9]([C:29]([OH:31])=[O:30])[CH2:10][CH2:11][CH2:12][CH2:13][NH:14][S:15]([C:18]1[C:23]([Cl:24])=[CH:22][CH:21]=[C:20]([NH2:25])[C:19]=1[OH:28])(=[O:16])=[O:17])=[O:7])([CH3:4])([CH3:2])[CH3:3], predict the reactants needed to synthesize it. (6) Given the product [C:12]([O:16][C:17]([N:7]1[C:8]2[C:4](=[CH:3][C:2]([F:1])=[CH:10][CH:9]=2)[C:5]([CH3:11])=[CH:6]1)=[O:18])([CH3:15])([CH3:14])[CH3:13], predict the reactants needed to synthesize it. The reactants are: [F:1][C:2]1[CH:3]=[C:4]2[C:8](=[CH:9][CH:10]=1)[NH:7][CH:6]=[C:5]2[CH3:11].[C:12]([O:16][C:17](O[C:17]([O:16][C:12]([CH3:15])([CH3:14])[CH3:13])=[O:18])=[O:18])([CH3:15])([CH3:14])[CH3:13].